From a dataset of Peptide-MHC class II binding affinity with 134,281 pairs from IEDB. Regression. Given a peptide amino acid sequence and an MHC pseudo amino acid sequence, predict their binding affinity value. This is MHC class II binding data. (1) The peptide sequence is APTGMFVAAAKYMVI. The MHC is HLA-DQA10401-DQB10402 with pseudo-sequence HLA-DQA10401-DQB10402. The binding affinity (normalized) is 0.317. (2) The peptide sequence is GARYLEFEALGFLNE. The MHC is DRB1_0405 with pseudo-sequence DRB1_0405. The binding affinity (normalized) is 0.604. (3) The peptide sequence is GKIDFLNNYALFLSP. The MHC is DRB3_0101 with pseudo-sequence DRB3_0101. The binding affinity (normalized) is 0.569. (4) The peptide sequence is YTVFETALKKAITAM. The MHC is HLA-DQA10501-DQB10201 with pseudo-sequence HLA-DQA10501-DQB10201. The binding affinity (normalized) is 0.204. (5) The peptide sequence is SAFLESQSMNKIGDD. The binding affinity (normalized) is 0.417. The MHC is DRB1_0101 with pseudo-sequence DRB1_0101. (6) The peptide sequence is NPRDAKACVVHGSDLK. The MHC is HLA-DQA10501-DQB10201 with pseudo-sequence HLA-DQA10501-DQB10201. The binding affinity (normalized) is 0.157. (7) The peptide sequence is KGSNEKHLAVLVKYE. The MHC is HLA-DPA10201-DPB11401 with pseudo-sequence HLA-DPA10201-DPB11401. The binding affinity (normalized) is 0.247.